Dataset: Reaction yield outcomes from USPTO patents with 853,638 reactions. Task: Predict the reaction yield, written as a fraction of the theoretical maximum amount of product (1.0 means a 100% yield; for example, 0.34 means a 34% yield). (1) The product is [Cl:12][C:13]1[N:17]([CH3:18])[N:16]=[C:15]([C:19]2[CH:20]=[CH:21][CH:22]=[CH:23][CH:24]=2)[C:14]=1[CH2:25][S:26]([C:27]1[CH2:31][C:30]([CH3:33])([CH3:32])[O:29][N:28]=1)=[O:9]. The catalyst is C(Cl)(Cl)Cl. The yield is 0.539. The reactants are ClC1C=CC=C(C(OO)=[O:9])C=1.[Cl:12][C:13]1[N:17]([CH3:18])[N:16]=[C:15]([C:19]2[CH:24]=[CH:23][CH:22]=[CH:21][CH:20]=2)[C:14]=1[CH2:25][S:26][C:27]1[CH2:31][C:30]([CH3:33])([CH3:32])[O:29][N:28]=1.O. (2) The reactants are Br[C:2]1[CH:3]=[C:4]2[C:8](=[C:9]([CH3:11])[CH:10]=1)[NH:7][N:6]=[CH:5]2.[H-].[Na+].C([Li])(CC)C.C1CCCCC1.Cl.[C:26](=O)(O)[O-:27].[Na+]. The catalyst is CN(C)C=O.O1CCCC1. The product is [CH3:11][C:9]1[CH:10]=[C:2]([CH:26]=[O:27])[CH:3]=[C:4]2[C:8]=1[NH:7][N:6]=[CH:5]2. The yield is 0.650. (3) The reactants are [OH-].[Na+].C([NH:6][C:7]1[CH:15]=[C:14]([Cl:16])[C:13]([CH3:17])=[CH:12][C:8]=1[C:9]([OH:11])=[O:10])(=O)C.Cl. No catalyst specified. The product is [NH2:6][C:7]1[CH:15]=[C:14]([Cl:16])[C:13]([CH3:17])=[CH:12][C:8]=1[C:9]([OH:11])=[O:10]. The yield is 0.910. (4) The reactants are [CH2:1]([N:3]([CH:34]1[CH2:39][CH2:38][O:37][CH2:36][CH2:35]1)[C:4]1[C:5]([CH3:33])=[C:6]([CH:22]=[C:23]([C:25]2[CH:26]=[N:27][C:28]([CH:31]=O)=[CH:29][CH:30]=2)[CH:24]=1)[C:7]([NH:9][CH2:10][C:11]1[C:12](=[O:21])[NH:13][C:14]([CH3:20])=[CH:15][C:16]=1[CH2:17][CH2:18][CH3:19])=[O:8])[CH3:2].[NH:40]1[CH2:45][CH2:44][O:43][CH2:42][CH2:41]1.[BH-](OC(C)=O)(OC(C)=O)OC(C)=O.[Na+]. The catalyst is C(Cl)CCl. The product is [CH2:1]([N:3]([CH:34]1[CH2:39][CH2:38][O:37][CH2:36][CH2:35]1)[C:4]1[C:5]([CH3:33])=[C:6]([CH:22]=[C:23]([C:25]2[CH:26]=[N:27][C:28]([CH2:31][N:40]3[CH2:45][CH2:44][O:43][CH2:42][CH2:41]3)=[CH:29][CH:30]=2)[CH:24]=1)[C:7]([NH:9][CH2:10][C:11]1[C:12](=[O:21])[NH:13][C:14]([CH3:20])=[CH:15][C:16]=1[CH2:17][CH2:18][CH3:19])=[O:8])[CH3:2]. The yield is 0.560. (5) The reactants are [CH2:1]([O:8][CH2:9][CH2:10][CH2:11][C@@H:12]1[CH2:16][CH2:15][NH:14][CH2:13]1)[C:2]1[CH:7]=[CH:6][CH:5]=[CH:4][CH:3]=1.Br[C:18]1[CH:19]=[N:20][CH:21]=[C:22]([O:24][CH2:25][C@@H:26]2[CH2:30][CH2:29][CH2:28][N:27]2[C:31]([O:33][C:34]([CH3:37])([CH3:36])[CH3:35])=[O:32])[CH:23]=1.CC(C)([O-])C.[Na+].C1(P(C2C=CC=CC=2)C2C3OC4C(=CC=CC=4P(C4C=CC=CC=4)C4C=CC=CC=4)C(C)(C)C=3C=CC=2)C=CC=CC=1. The catalyst is C1(C)C=CC=CC=1.C1C=CC(/C=C/C(/C=C/C2C=CC=CC=2)=O)=CC=1.C1C=CC(/C=C/C(/C=C/C2C=CC=CC=2)=O)=CC=1.C1C=CC(/C=C/C(/C=C/C2C=CC=CC=2)=O)=CC=1.[Pd].[Pd]. The product is [CH2:1]([O:8][CH2:9][CH2:10][CH2:11][C@@H:12]1[CH2:16][CH2:15][N:14]([C:18]2[CH:19]=[N:20][CH:21]=[C:22]([O:24][CH2:25][C@@H:26]3[CH2:30][CH2:29][CH2:28][N:27]3[C:31]([O:33][C:34]([CH3:37])([CH3:36])[CH3:35])=[O:32])[CH:23]=2)[CH2:13]1)[C:2]1[CH:7]=[CH:6][CH:5]=[CH:4][CH:3]=1. The yield is 0.630. (6) The reactants are [N:1]12[CH2:8][CH2:7][C:4]([C:9]([C:17]3[CH:22]=[CH:21][CH:20]=[CH:19][CH:18]=3)([C:11]3[CH:16]=[CH:15][CH:14]=[CH:13][CH:12]=3)[OH:10])([CH2:5][CH2:6]1)[CH2:3][CH2:2]2.[Br:23][CH2:24][CH:25]1[CH2:27][CH2:26]1. The catalyst is CC#N. The product is [Br-:23].[CH:25]1([CH2:24][N+:1]23[CH2:6][CH2:5][C:4]([C:9]([OH:10])([C:17]4[CH:22]=[CH:21][CH:20]=[CH:19][CH:18]=4)[C:11]4[CH:12]=[CH:13][CH:14]=[CH:15][CH:16]=4)([CH2:3][CH2:2]2)[CH2:7][CH2:8]3)[CH2:27][CH2:26]1. The yield is 0.399.